From a dataset of Forward reaction prediction with 1.9M reactions from USPTO patents (1976-2016). Predict the product of the given reaction. (1) Given the reactants [CH3:1][O:2][C:3](=[O:12])[C:4]1[CH:9]=[CH:8][C:7](Br)=[CH:6][C:5]=1[Cl:11].[CH:13]1(B(O)O)[CH2:15][CH2:14]1.P([O-])([O-])([O-])=O.[K+].[K+].[K+].C1(P(C2C=CC=CC=2)C2C=CC=CC=2)C=CC=CC=1, predict the reaction product. The product is: [CH3:1][O:2][C:3](=[O:12])[C:4]1[CH:9]=[CH:8][C:7]([CH:13]2[CH2:15][CH2:14]2)=[CH:6][C:5]=1[Cl:11]. (2) Given the reactants [C:9](O[C:9]([O:11][C:12]([CH3:15])([CH3:14])[CH3:13])=[O:10])([O:11][C:12]([CH3:15])([CH3:14])[CH3:13])=[O:10].C(=O)(O)[O-].[Na+].Cl.[NH2:22][C@@H:23]([CH2:27][CH:28]([S:33][S:34][C:35]([CH3:38])([CH3:37])[CH3:36])[CH2:29][N:30]=[N+:31]=[N-:32])[C:24]([OH:26])=[O:25].O, predict the reaction product. The product is: [N:30]([CH2:29][CH:28]([S:33][S:34][C:35]([CH3:38])([CH3:37])[CH3:36])[CH2:27][C@H:23]([NH:22][C:9]([O:11][C:12]([CH3:13])([CH3:14])[CH3:15])=[O:10])[C:24]([OH:26])=[O:25])=[N+:31]=[N-:32].